From a dataset of Reaction yield outcomes from USPTO patents with 853,638 reactions. Predict the reaction yield, written as a fraction of the theoretical maximum amount of product (1.0 means a 100% yield; for example, 0.34 means a 34% yield). (1) The product is [O:20]1[CH:24]=[CH:23][CH:22]=[C:21]1[C:25]1[CH:26]=[C:27]([CH2:31][CH2:32][C:6](=[O:8])[CH2:5][C:4]([O:10][CH2:18][CH3:19])=[O:9])[CH:28]=[CH:29][CH:30]=1. The catalyst is C(#N)C. The reactants are [Mg+2].[Cl-].[Cl-].[C:4]([O-:10])(=[O:9])[CH2:5][C:6]([O-:8])=O.[K+].[K+].C(N([CH2:18][CH3:19])CC)C.[O:20]1[CH:24]=[CH:23][CH:22]=[C:21]1[C:25]1[CH:26]=[C:27]([CH2:31][CH2:32]C(O)=O)[CH:28]=[CH:29][CH:30]=1.C(N1C=CN=C1)(N1C=CN=C1)=O. The yield is 0.480. (2) The reactants are [C:1]12([NH2:12])[CH2:10][CH:5]3[CH2:6][CH:7]([CH2:9][C:3]([NH2:11])([CH2:4]3)[CH2:2]1)[CH2:8]2.CCN(C(C)C)C(C)C.[CH3:22][N:23]1[CH:27]=[CH:26][C:25]([C:28]([OH:30])=O)=[N:24]1.[CH3:31][C:32]1[N:33]=[CH:34][C:35]([C:38](O)=[O:39])=[N:36][CH:37]=1.F[P-](F)(F)(F)(F)F.N1(O[P+](N2CCCC2)(N2CCCC2)N2CCCC2)C2C=CC=CC=2N=N1. The catalyst is C(Cl)Cl. The product is [CH3:22][N:23]1[CH:27]=[CH:26][C:25]([C:28]([NH:12][C:1]23[CH2:10][CH:5]4[CH2:6][CH:7]([CH2:9][C:3]([NH:11][C:38]([C:35]5[CH:34]=[N:33][C:32]([CH3:31])=[CH:37][N:36]=5)=[O:39])([CH2:4]4)[CH2:2]2)[CH2:8]3)=[O:30])=[N:24]1. The yield is 0.370. (3) The reactants are C(N(C(C)C)CC)(C)C.[Cl:10][C:11]1[CH:16]=[CH:15][C:14]([CH2:17]Cl)=[CH:13][N+:12]=1[O-:19].[CH3:20][CH:21]1[CH2:26][CH2:25][CH2:24][NH:23][CH2:22]1.[I-].[K+].[N-]=C=O.C(=O)([O-])[O-]. The catalyst is O1CCCC1. The product is [Cl:10][C:11]1[CH:16]=[CH:15][C:14]([CH2:17][N:23]2[CH2:24][CH2:25][CH2:26][CH:21]([CH3:20])[CH2:22]2)=[CH:13][N+:12]=1[O-:19]. The yield is 0.990. (4) The product is [CH3:1][O:2][C:3](=[O:37])[C@H:4]([NH:26][C:27]([O:29][CH2:30][C:31]1[CH:32]=[CH:33][CH:34]=[CH:35][CH:36]=1)=[O:28])[CH2:5][C:6]1[CH:11]=[CH:10][C:9]([NH:12][C:13]([O:15][C:16]([CH3:19])([CH3:17])[CH3:18])=[O:14])=[C:8]([CH3:20])[C:7]=1[CH2:21][O:22][C:23](=[O:25])[CH3:24]. The catalyst is CO.C(OCC)(=O)C. The yield is 0.970. The reactants are [CH3:1][O:2][C:3](=[O:37])[C:4]([NH:26][C:27]([O:29][CH2:30][C:31]1[CH:36]=[CH:35][CH:34]=[CH:33][CH:32]=1)=[O:28])=[CH:5][C:6]1[CH:11]=[CH:10][C:9]([NH:12][C:13]([O:15][C:16]([CH3:19])([CH3:18])[CH3:17])=[O:14])=[C:8]([CH3:20])[C:7]=1[CH2:21][O:22][C:23](=[O:25])[CH3:24].C(OC(=O)[C@H](C(COC(=O)C)C1C=CC(NC(OC(C)(C)C)=O)=C(C)C=1)CC(OCC)=O)C. (5) The reactants are [NH2:1][C:2]1[CH:7]=[CH:6][CH:5]=[CH:4][CH:3]=1.[CH2:8](O)[C:9]1[CH:14]=[CH:13][CH:12]=[CH:11][CH:10]=1. The catalyst is O1CCCC1. The product is [CH2:8]([C:2]1([CH:7]=[CH:6][CH:5]=[CH:4][CH2:3]1)[NH2:1])[C:9]1[CH:14]=[CH:13][CH:12]=[CH:11][CH:10]=1. The yield is 0.730. (6) The reactants are [F:1][C:2]([F:33])([F:32])[C:3]1[CH:27]=[C:26]([C:28]([F:31])([F:30])[F:29])[CH:25]=[CH:24][C:4]=1[CH2:5][O:6][C:7]1[CH:12]=[CH:11][C:10](/[CH:13]=[C:14]2/[C:15]([NH:20][CH3:21])=[N:16][C:17](=[O:19])[S:18]/2)=[CH:9][C:8]=1[O:22][CH3:23].C(=O)([O-])[O-].[K+].[K+].[CH2:40](Br)[CH3:41].O. The catalyst is CN(C)C=O. The product is [F:33][C:2]([F:1])([F:32])[C:3]1[CH:27]=[C:26]([C:28]([F:30])([F:29])[F:31])[CH:25]=[CH:24][C:4]=1[CH2:5][O:6][C:7]1[CH:12]=[CH:11][C:10](/[CH:13]=[C:14]2/[C:15](=[N:20]\[CH3:21])/[N:16]([CH2:40][CH3:41])[C:17](=[O:19])[S:18]/2)=[CH:9][C:8]=1[O:22][CH3:23]. The yield is 0.0800.